Task: Regression. Given two drug SMILES strings and cell line genomic features, predict the synergy score measuring deviation from expected non-interaction effect.. Dataset: NCI-60 drug combinations with 297,098 pairs across 59 cell lines (1) Drug 1: CC1CCC2CC(C(=CC=CC=CC(CC(C(=O)C(C(C(=CC(C(=O)CC(OC(=O)C3CCCCN3C(=O)C(=O)C1(O2)O)C(C)CC4CCC(C(C4)OC)O)C)C)O)OC)C)C)C)OC. Drug 2: C1CC(=O)NC(=O)C1N2C(=O)C3=CC=CC=C3C2=O. Cell line: NCI-H460. Synergy scores: CSS=7.48, Synergy_ZIP=-1.50, Synergy_Bliss=0.421, Synergy_Loewe=-7.43, Synergy_HSA=-1.03. (2) Cell line: HOP-92. Synergy scores: CSS=5.78, Synergy_ZIP=-3.88, Synergy_Bliss=-4.78, Synergy_Loewe=-64.3, Synergy_HSA=-3.21. Drug 2: CCC1(CC2CC(C3=C(CCN(C2)C1)C4=CC=CC=C4N3)(C5=C(C=C6C(=C5)C78CCN9C7C(C=CC9)(C(C(C8N6C=O)(C(=O)OC)O)OC(=O)C)CC)OC)C(=O)OC)O.OS(=O)(=O)O. Drug 1: C1CC(=O)NC(=O)C1N2CC3=C(C2=O)C=CC=C3N.